This data is from Catalyst prediction with 721,799 reactions and 888 catalyst types from USPTO. The task is: Predict which catalyst facilitates the given reaction. Reactant: [CH3:1][C@@H:2]([CH:6](C(O)=O)[C:7]([OH:9])=[O:8])[CH2:3][CH2:4][CH3:5]. Product: [CH3:1][C@H:2]([CH2:3][CH2:4][CH3:5])[CH2:6][C:7]([OH:9])=[O:8]. The catalyst class is: 16.